This data is from Forward reaction prediction with 1.9M reactions from USPTO patents (1976-2016). The task is: Predict the product of the given reaction. (1) Given the reactants [CH3:1][C:2]1([OH:12])[CH:9]2[CH2:10][CH:5]3[CH2:6][CH:7]([CH2:11][CH:3]1[CH2:4]3)[CH2:8]2.CN(C)C.[C:17](Cl)(=[O:21])[C:18]([CH3:20])=[CH2:19], predict the reaction product. The product is: [C:17]([O:12][C:2]1([CH3:1])[CH:3]2[CH2:11][CH:7]3[CH2:6][CH:5]([CH2:10][CH:9]1[CH2:8]3)[CH2:4]2)(=[O:21])[C:18]([CH3:20])=[CH2:19]. (2) Given the reactants I[C:2]1[S:23][C:5]2=[N:6][CH:7]=[C:8]([C:21]#[N:22])[C:9]([NH:10][C:11]3[C:12]([CH3:20])=[C:13]4[C:17](=[CH:18][CH:19]=3)[NH:16][CH:15]=[CH:14]4)=[C:4]2[CH:3]=1.CC([O-])=O.[Na+], predict the reaction product. The product is: [CH3:20][C:12]1[C:11]([NH:10][C:9]2[C:8]([C:21]#[N:22])=[CH:7][N:6]=[C:5]3[S:23][CH:2]=[CH:3][C:4]=23)=[CH:19][CH:18]=[C:17]2[C:13]=1[CH:14]=[CH:15][NH:16]2. (3) The product is: [Cl:1][C:2]1[CH:7]=[CH:6][CH:5]=[C:4]([F:8])[C:3]=1[CH2:9][CH2:10][CH:11]=[O:12]. Given the reactants [Cl:1][C:2]1[CH:7]=[CH:6][CH:5]=[C:4]([F:8])[C:3]=1[CH2:9][CH2:10][CH2:11][OH:12].[Cr](Cl)([O-])(=O)=O.[NH+]1C=CC=CC=1, predict the reaction product. (4) The product is: [C:17]([O:20][C:12]1([N:15]=[O:16])[CH2:13][CH2:14][N:9]([C:1](=[O:8])[C:2]2[CH:3]=[CH:4][CH:5]=[CH:6][CH:7]=2)[CH2:10][CH2:11]1)(=[O:19])[CH3:18]. Given the reactants [C:1]([N:9]1[CH2:14][CH2:13][C:12](=[N:15][OH:16])[CH2:11][CH2:10]1)(=[O:8])[C:2]1[CH:7]=[CH:6][CH:5]=[CH:4][CH:3]=1.[C:17]([O-:20])(=[O:19])[CH3:18].[C:17]([O-:20])(=[O:19])[CH3:18].[C:17]([O-:20])(=[O:19])[CH3:18].[C:17]([O-:20])(=[O:19])[CH3:18].[Pb+4], predict the reaction product. (5) The product is: [F:8][C:9]1[CH:41]=[CH:40][CH:39]=[CH:38][C:10]=1[O:11][C:12]1[N:17]=[C:16]2[O:18][C:19]([C:21]3[CH:22]=[C:23]([CH3:37])[C:24]([O:25][CH2:26][C:27]([OH:29])=[O:28])=[C:34]([CH3:36])[CH:35]=3)=[N:20][C:15]2=[CH:14][CH:13]=1. Given the reactants FC(F)(F)C(O)=O.[F:8][C:9]1[CH:41]=[CH:40][CH:39]=[CH:38][C:10]=1[O:11][C:12]1[N:17]=[C:16]2[O:18][C:19]([C:21]3[CH:35]=[C:34]([CH3:36])[C:24]([O:25][CH2:26][C:27]([O:29]C(C)(C)C)=[O:28])=[C:23]([CH3:37])[CH:22]=3)=[N:20][C:15]2=[CH:14][CH:13]=1, predict the reaction product. (6) Given the reactants [CH:1]12[NH:8][CH:5]([CH2:6][CH2:7]1)[CH2:4][C:3](=[C:9]([C:21]1[CH:22]=[N:23][CH:24]=[CH:25][CH:26]=1)[C:10]1[CH:20]=[CH:19][C:13]([C:14]([NH:16][CH2:17][CH3:18])=[O:15])=[CH:12][CH:11]=1)[CH2:2]2.[C:27]1([CH2:33][C:34](Cl)=[O:35])[CH:32]=[CH:31][CH:30]=[CH:29][CH:28]=1.C([O-])([O-])=O.[K+].[K+].O, predict the reaction product. The product is: [CH2:17]([NH:16][C:14](=[O:15])[C:13]1[CH:19]=[CH:20][C:10]([C:9](=[C:3]2[CH2:4][CH:5]3[N:8]([C:34](=[O:35])[CH2:33][C:27]4[CH:32]=[CH:31][CH:30]=[CH:29][CH:28]=4)[CH:1]([CH2:7][CH2:6]3)[CH2:2]2)[C:21]2[CH:22]=[N:23][CH:24]=[CH:25][CH:26]=2)=[CH:11][CH:12]=1)[CH3:18]. (7) Given the reactants Cl[C:2]([O:4][CH:5]([Cl:7])[CH3:6])=[O:3].[NH:8]1[CH2:13][CH2:12][O:11][CH2:10][CH2:9]1.N1C=CC=CC=1, predict the reaction product. The product is: [N:8]1([C:2]([O:4][CH:5]([Cl:7])[CH3:6])=[O:3])[CH2:13][CH2:12][O:11][CH2:10][CH2:9]1. (8) Given the reactants [CH:1]([C:4]1[O:8][N:7]=[C:6]([CH:9]2[CH2:14][CH2:13][N:12]([C:15]3[N:22]=[CH:21][C:20](B4OC(C)(C)C(C)(C)O4)=[CH:19][C:16]=3[C:17]#[N:18])[CH2:11][CH2:10]2)[N:5]=1)([CH3:3])[CH3:2].Br[C:33]1[CH:38]=[CH:37][C:36]([N:39]2[C:43](=[O:44])[N:42]([CH2:45][CH2:46][CH3:47])[N:41]=[CH:40]2)=[C:35]([F:48])[CH:34]=1.C(=O)([O-])[O-].[Na+].[Na+], predict the reaction product. The product is: [F:48][C:35]1[CH:34]=[C:33]([C:20]2[CH:21]=[N:22][C:15]([N:12]3[CH2:11][CH2:10][CH:9]([C:6]4[N:5]=[C:4]([CH:1]([CH3:3])[CH3:2])[O:8][N:7]=4)[CH2:14][CH2:13]3)=[C:16]([CH:19]=2)[C:17]#[N:18])[CH:38]=[CH:37][C:36]=1[N:39]1[C:43](=[O:44])[N:42]([CH2:45][CH2:46][CH3:47])[N:41]=[CH:40]1.